This data is from Forward reaction prediction with 1.9M reactions from USPTO patents (1976-2016). The task is: Predict the product of the given reaction. (1) Given the reactants C([O:4][CH2:5][C:6]([CH3:56])([CH3:55])[CH2:7][N:8]1[C:14]2[CH:15]=[CH:16][C:17]([Cl:19])=[CH:18][C:13]=2[C@@H:12]([C:20]2[CH:25]=[CH:24][CH:23]=[C:22]([O:26][CH3:27])[C:21]=2[O:28][CH3:29])[O:11][C@H:10]([CH2:30][C:31]([NH:33][C:34]2[S:35][C:36]([CH2:46][CH2:47][CH2:48][C:49]([O:51]CC)=[O:50])=[C:37]([C:39]3[CH:44]=[CH:43][C:42]([Cl:45])=[CH:41][CH:40]=3)[N:38]=2)=[O:32])[C:9]1=[O:54])(=O)C.[OH-].[Na+].Cl.O, predict the reaction product. The product is: [Cl:19][C:17]1[CH:16]=[CH:15][C:14]2[N:8]([CH2:7][C:6]([CH3:56])([CH3:55])[CH2:5][OH:4])[C:9](=[O:54])[C@@H:10]([CH2:30][C:31]([NH:33][C:34]3[S:35][C:36]([CH2:46][CH2:47][CH2:48][C:49]([OH:51])=[O:50])=[C:37]([C:39]4[CH:40]=[CH:41][C:42]([Cl:45])=[CH:43][CH:44]=4)[N:38]=3)=[O:32])[O:11][C@H:12]([C:20]3[CH:25]=[CH:24][CH:23]=[C:22]([O:26][CH3:27])[C:21]=3[O:28][CH3:29])[C:13]=2[CH:18]=1. (2) Given the reactants [Br:1][C:2]1[CH:7]=[CH:6][C:5]([CH:8]([CH3:11])[C:9]#[N:10])=[CH:4][CH:3]=1, predict the reaction product. The product is: [Br:1][C:2]1[CH:3]=[CH:4][C:5]([CH:8]([CH3:11])[CH2:9][NH2:10])=[CH:6][CH:7]=1. (3) Given the reactants C([NH:4][C@:5]1([C:22](NC(C)(C)C)=[O:23])[C@@H:9]([CH2:10][CH2:11][CH2:12][B:13]2[O:17]C(C)(C)C(C)(C)[O:14]2)[CH2:8][NH:7][CH2:6]1)(=O)C.C([N:36]1[CH:45]([CH:46]=O)[CH2:44][CH:43]2[C:38](=[CH:39][CH:40]=[CH:41][CH2:42]2)[CH2:37]1)(OC(C)(C)C)=O.S([O-])([O-])(=O)=[O:49].[Na+].[Na+].C(O)(=O)C.C(O[BH-](OC(=O)C)OC(=O)C)(=O)C.[Na+].C(=O)([O-])[O-].[Na+].[Na+], predict the reaction product. The product is: [NH2:4][C@:5]1([C:22]([OH:23])=[O:49])[C@@H:9]([CH2:10][CH2:11][CH2:12][B:13]([OH:14])[OH:17])[CH2:8][N:7]([CH2:46][C@@H:45]2[CH2:44][C:43]3[C:38](=[CH:39][CH:40]=[CH:41][CH:42]=3)[CH2:37][NH:36]2)[CH2:6]1. (4) Given the reactants [Cl:1][C:2]1[CH:3]=[C:4]([OH:11])[C:5]([OH:10])=[C:6]([CH:9]=1)[CH:7]=[O:8].Br[CH2:13][CH2:14]Br.C(=O)([O-])[O-].[K+].[K+], predict the reaction product. The product is: [Cl:1][C:2]1[CH:9]=[C:6]([CH:7]=[O:8])[C:5]2[O:10][CH2:14][CH2:13][O:11][C:4]=2[CH:3]=1. (5) Given the reactants C([O:4][CH2:5][CH2:6][C:7]1[CH:8]=[CH:9][CH:10]=[C:11]2[C:15]=1[NH:14][CH:13]=[C:12]2[C:16](=[O:34])[CH:17]([C:27]1[CH:32]=[CH:31][C:30]([F:33])=[CH:29][CH:28]=1)[NH:18][C:19]1[CH:20]=[N:21][CH:22]=[C:23]([O:25][CH3:26])[CH:24]=1)(=O)C.C(=O)([O-])[O-].[K+].[K+], predict the reaction product. The product is: [F:33][C:30]1[CH:31]=[CH:32][C:27]([CH:17]([NH:18][C:19]2[CH:20]=[N:21][CH:22]=[C:23]([O:25][CH3:26])[CH:24]=2)[C:16]([C:12]2[C:11]3[C:15](=[C:7]([CH2:6][CH2:5][OH:4])[CH:8]=[CH:9][CH:10]=3)[NH:14][CH:13]=2)=[O:34])=[CH:28][CH:29]=1. (6) Given the reactants [F:1][C:2]1[CH:7]=[C:6](B2OC(C)(C)C(C)(C)O2)[CH:5]=[CH:4][C:3]=1[C:17]1[N:18]=[CH:19][C:20]([NH2:23])=[N:21][CH:22]=1.Br[C:25]1[CH:30]=[CH:29][CH:28]=[CH:27][C:26]=1[S:31]([CH:34]([CH3:36])[CH3:35])(=[O:33])=[O:32], predict the reaction product. The product is: [F:1][C:2]1[CH:7]=[C:6]([C:25]2[CH:30]=[CH:29][CH:28]=[CH:27][C:26]=2[S:31]([CH:34]([CH3:36])[CH3:35])(=[O:32])=[O:33])[CH:5]=[CH:4][C:3]=1[C:17]1[N:18]=[CH:19][C:20]([NH2:23])=[N:21][CH:22]=1. (7) Given the reactants [F:1][C:2]1[CH:7]=[CH:6][C:5](/[CH:8]=[CH:9]/[C:10]2[CH:15]=[CH:14][C:13]([S:16]([C:19]3[C:24]([CH2:25][NH:26]S(C(C)C)=O)=[CH:23][CH:22]=[CH:21][N:20]=3)(=[O:18])=[O:17])=[CH:12][CH:11]=2)=[CH:4][CH:3]=1.Cl, predict the reaction product. The product is: [F:1][C:2]1[CH:7]=[CH:6][C:5](/[CH:8]=[CH:9]/[C:10]2[CH:11]=[CH:12][C:13]([S:16]([C:19]3[C:24]([CH2:25][NH2:26])=[CH:23][CH:22]=[CH:21][N:20]=3)(=[O:17])=[O:18])=[CH:14][CH:15]=2)=[CH:4][CH:3]=1. (8) Given the reactants [NH2:1][CH2:2][CH2:3][N:4]1[C:13]2[C:8](=[N:9][CH:10]=[C:11]([CH2:14][C:15]3[CH:20]=[CH:19][C:18]([F:21])=[CH:17][CH:16]=3)[CH:12]=2)[C:7]([OH:22])=[C:6]([C:23]([NH:25][CH:26]([CH3:29])[CH2:27][OH:28])=[O:24])[C:5]1=[O:30].[N:31]1([C:37](Cl)=[O:38])[CH2:36][CH2:35][O:34][CH2:33][CH2:32]1, predict the reaction product. The product is: [F:21][C:18]1[CH:17]=[CH:16][C:15]([CH2:14][C:11]2[CH:12]=[C:13]3[C:8]([C:7]([OH:22])=[C:6]([C:23]([NH:25][CH:26]([CH3:29])[CH2:27][OH:28])=[O:24])[C:5](=[O:30])[N:4]3[CH2:3][CH2:2][NH:1][C:37]([N:31]3[CH2:36][CH2:35][O:34][CH2:33][CH2:32]3)=[O:38])=[N:9][CH:10]=2)=[CH:20][CH:19]=1. (9) Given the reactants [NH2:1][CH2:2][C:3]1[CH:4]=[C:5]2[C:9](=[CH:10][CH:11]=1)[C:8](=[O:12])[N:7]([CH:13]1[CH2:18][CH2:17][C:16](=[O:19])[NH:15][C:14]1=[O:20])[CH2:6]2.S(O)(=O)(=O)C.[F:26][C:27]([F:33])([CH2:31][CH3:32])[C:28](O)=[O:29].C(N(C(C)C)CC)(C)C.F[P-](F)(F)(F)(F)F.CN(C(N(C)C)=[N+]1C2C(=NC=CC=2)[N+]([O-])=N1)C, predict the reaction product. The product is: [O:20]=[C:14]1[CH:13]([N:7]2[CH2:6][C:5]3[C:9](=[CH:10][CH:11]=[C:3]([CH2:2][NH:1][C:28](=[O:29])[C:27]([F:33])([F:26])[CH2:31][CH3:32])[CH:4]=3)[C:8]2=[O:12])[CH2:18][CH2:17][C:16](=[O:19])[NH:15]1.